The task is: Predict the reaction yield, written as a fraction of the theoretical maximum amount of product (1.0 means a 100% yield; for example, 0.34 means a 34% yield).. This data is from Reaction yield outcomes from USPTO patents with 853,638 reactions. (1) The reactants are [F:1][C:2]([F:14])([F:13])[C:3]1[CH:11]=[CH:10][CH:9]=[C:8]2[C:4]=1[CH2:5][CH2:6][C:7]2=[O:12].[BH4-].[Na+].[Cl-].[NH4+]. The catalyst is CO.O1CCCC1. The product is [CH2:6]1[CH:7]([OH:12])[C:8]2[CH:9]=[CH:10][CH:11]=[C:3]([C:2]([F:1])([F:14])[F:13])[C:4]=2[CH2:5]1. The yield is 0.960. (2) The reactants are [NH:1]1[C:9]2[C:4](=[CH:5][CH:6]=[CH:7][CH:8]=2)[C:3]([CH2:10][CH2:11][CH2:12][C:13]([OH:15])=O)=[CH:2]1.C(N=C=NCCCN(C)C)C.[OH:27][C:28]1[CH:33]=[CH:32][C:31]([N:34]2[CH2:39][CH2:38][NH:37][CH2:36][CH2:35]2)=[CH:30][CH:29]=1. The catalyst is O1CCCC1. The product is [OH:27][C:28]1[CH:29]=[CH:30][C:31]([N:34]2[CH2:39][CH2:38][N:37]([C:13](=[O:15])[CH2:12][CH2:11][CH2:10][C:3]3[C:4]4[C:9](=[CH:8][CH:7]=[CH:6][CH:5]=4)[NH:1][CH:2]=3)[CH2:36][CH2:35]2)=[CH:32][CH:33]=1. The yield is 0.880. (3) The reactants are [NH2:1][C:2]1[S:3][C:4]2[CH:10]=[C:9]([S:11][C:12]([CH3:20])([CH3:19])[C:13]([NH:15][CH:16]([CH3:18])[CH3:17])=[O:14])[CH:8]=[CH:7][C:5]=2[N:6]=1.CO. The catalyst is C1COCC1. The product is [CH:16]([NH:15][CH2:13][C:12]([CH3:19])([S:11][C:9]1[CH:8]=[CH:7][C:5]2[N:6]=[C:2]([NH2:1])[S:3][C:4]=2[CH:10]=1)[CH3:20])([CH3:18])[CH3:17].[NH2:1][C:2]1[S:3][C:4]2[CH:10]=[C:9]([S:11][C:12]([CH3:19])([CH3:20])[C:13]([NH:15][CH:16]([CH3:17])[CH3:18])=[O:14])[CH:8]=[CH:7][C:5]=2[N:6]=1. The yield is 0.341. (4) The reactants are C[C:2]1[CH:3]=[CH:4][C:5]2[C:6]3[C:11]([CH:12]([NH2:17])[N:13](C)[C:14]=2[CH:15]=1)=[CH:10][CH:9]=[CH:8][CH:7]=3.[C:18](Cl)(=O)C.C(=O)(O)[O-].[Na+].C(Cl)Cl.[CH:30](O)([CH3:32])[CH3:31]. The catalyst is O. The product is [CH3:31][C:30]1[C:32]2[N:13]3[CH:14]=[CH:15][N:17]=[C:12]3[C:11]3[CH:10]=[CH:9][CH:8]=[CH:7][C:6]=3[C:5]=2[CH:4]=[C:3]([CH3:2])[CH:18]=1. The yield is 0.400. (5) The reactants are Br[C:2]1[CH:8]=[C:7]([N+:9]([O-:11])=[O:10])[C:6]([F:12])=[CH:5][C:3]=1[NH2:4].[CH3:13][C:14]([CH3:23])([C:21]#[CH:22])[CH2:15][C:16]([O:18][CH2:19][CH3:20])=[O:17]. The catalyst is CCN(CC)CC.C(OCC)(=O)C.O.Cl[Pd](Cl)([P](C1C=CC=CC=1)(C1C=CC=CC=1)C1C=CC=CC=1)[P](C1C=CC=CC=1)(C1C=CC=CC=1)C1C=CC=CC=1.[Cu]I. The product is [CH2:19]([O:18][C:16](=[O:17])[CH2:15][C:14]([CH3:23])([CH3:13])[C:21]#[C:22][C:2]1[CH:8]=[C:7]([N+:9]([O-:11])=[O:10])[C:6]([F:12])=[CH:5][C:3]=1[NH2:4])[CH3:20]. The yield is 0.570. (6) The reactants are [F:1][C:2]([F:20])([F:19])[C:3]1[CH:8]=[CH:7][C:6]([NH:9][C:10]2[N:11]=[CH:12][C:13]([C:16](=[O:18])[CH3:17])=[N:14][CH:15]=2)=[CH:5][CH:4]=1.[BH4-].[Na+]. The catalyst is CCO. The product is [F:20][C:2]([F:1])([F:19])[C:3]1[CH:4]=[CH:5][C:6]([NH:9][C:10]2[N:11]=[CH:12][C:13]([CH:16]([OH:18])[CH3:17])=[N:14][CH:15]=2)=[CH:7][CH:8]=1. The yield is 0.900. (7) The reactants are C(Cl)CCl.[NH2:5][C:6]1[N:11]=[CH:10][C:9](/[CH:12]=[CH:13]/[C:14]([OH:16])=O)=[CH:8][CH:7]=1.[CH3:17][N:18]1[C:22]([CH2:23][NH:24][CH3:25])=[CH:21][C:20]2[CH:26]=[CH:27][S:28][C:19]1=2.C1C=CC2N(O)N=NC=2C=1.CCN(CC)CC. The catalyst is CN(C=O)C.O. The product is [NH2:5][C:6]1[N:11]=[CH:10][C:9](/[CH:12]=[CH:13]/[C:14]([N:24]([CH3:25])[CH2:23][C:22]2[N:18]([CH3:17])[C:19]3[S:28][CH:27]=[CH:26][C:20]=3[CH:21]=2)=[O:16])=[CH:8][CH:7]=1. The yield is 0.340. (8) The reactants are Cl[CH2:2][C:3]1[S:4][CH:5]=[CH:6][C:7]=1[S:8]([N:11]([CH3:26])[C:12]1[CH:13]=[CH:14][CH:15]=[C:16]2[C:20]=1[NH:19][C:18]([C:21]1[S:22][CH:23]=[CH:24][N:25]=1)=[CH:17]2)(=[O:10])=[O:9].C(N(CC)CC)C.[C:34]([N:37]1[CH2:42][CH2:41][NH:40][CH2:39][CH2:38]1)(=[O:36])[CH3:35]. The catalyst is O1CCCC1. The product is [C:34]([N:37]1[CH2:42][CH2:41][N:40]([CH2:2][C:3]2[S:4][CH:5]=[CH:6][C:7]=2[S:8]([N:11]([CH3:26])[C:12]2[CH:13]=[CH:14][CH:15]=[C:16]3[C:20]=2[NH:19][C:18]([C:21]2[S:22][CH:23]=[CH:24][N:25]=2)=[CH:17]3)(=[O:10])=[O:9])[CH2:39][CH2:38]1)(=[O:36])[CH3:35]. The yield is 0.810.